From a dataset of Full USPTO retrosynthesis dataset with 1.9M reactions from patents (1976-2016). Predict the reactants needed to synthesize the given product. (1) Given the product [Br:14][C:15]1[CH:20]=[CH:19][CH:18]=[CH:17][C:16]=1[NH:21][C:22](=[O:23])[NH:1][C:2]1[CH:7]=[CH:6][C:5]([CH2:8][C:9]([O:11][CH3:12])=[O:10])=[CH:4][C:3]=1[Cl:13], predict the reactants needed to synthesize it. The reactants are: [NH2:1][C:2]1[CH:7]=[CH:6][C:5]([CH2:8][C:9]([O:11][CH3:12])=[O:10])=[CH:4][C:3]=1[Cl:13].[Br:14][C:15]1[CH:20]=[CH:19][CH:18]=[CH:17][C:16]=1[N:21]=[C:22]=[O:23].CCN(CC)CC. (2) Given the product [F:18][C:9]1[CH:10]=[CH:11][C:12]([C:14]([F:16])([F:15])[F:17])=[C:13]2[C:8]=1[N:7]([CH2:19][CH2:20][O:21][CH3:22])[CH:6]=[C:5]2[C:3]([OH:26])=[O:4], predict the reactants needed to synthesize it. The reactants are: FC(F)(F)[C:3]([C:5]1[C:13]2[C:8](=[C:9]([F:18])[CH:10]=[CH:11][C:12]=2[C:14]([F:17])([F:16])[F:15])[N:7]([CH2:19][CH2:20][O:21][CH3:22])[CH:6]=1)=[O:4].C[OH:26]. (3) Given the product [CH3:14][C:13]([CH3:16])([CH3:15])[C:17]#[C:18][C:3]1[N:8]=[CH:7][C:6]([C:9]([O:11][CH3:12])=[O:10])=[CH:5][N:4]=1, predict the reactants needed to synthesize it. The reactants are: O.Cl[C:3]1[N:8]=[CH:7][C:6]([C:9]([O:11][CH3:12])=[O:10])=[CH:5][N:4]=1.[C:13]([C:17]#[C:18]B(OC(C)C)OC(C)C)([CH3:16])([CH3:15])[CH3:14].C(=O)([O-])[O-].[K+].[K+].